Predict the reaction yield, written as a fraction of the theoretical maximum amount of product (1.0 means a 100% yield; for example, 0.34 means a 34% yield). From a dataset of Reaction yield outcomes from USPTO patents with 853,638 reactions. (1) The product is [CH3:7][C:6]1([CH3:8])[C:2]([CH3:1])([CH3:21])[O:3][B:4]([C:9]2[CH:10]=[CH:11][C:12]([C:15]3([CH2:19][NH2:20])[CH2:16][CH2:17][CH2:18]3)=[CH:13][CH:14]=2)[O:5]1. The yield is 0.910. The reactants are [CH3:1][C:2]1([CH3:21])[C:6]([CH3:8])([CH3:7])[O:5][B:4]([C:9]2[CH:14]=[CH:13][C:12]([C:15]3([C:19]#[N:20])[CH2:18][CH2:17][CH2:16]3)=[CH:11][CH:10]=2)[O:3]1.B.C1COCC1. No catalyst specified. (2) The reactants are [NH2:1][C:2]1[CH:3]=[C:4]([CH:12]=[CH:13][C:14]=1[N:15]1[CH2:20][CH2:19][N:18]([CH3:21])[CH2:17][CH2:16]1)[C:5]([O:7][C:8]([CH3:11])([CH3:10])[CH3:9])=[O:6].Cl[C:23]([O:25][CH2:26][C:27]1[CH:32]=[CH:31][CH:30]=[CH:29][CH:28]=1)=[O:24]. The catalyst is C1COCC1. The product is [CH2:26]([O:25][C:23]([NH:1][C:2]1[CH:3]=[C:4]([CH:12]=[CH:13][C:14]=1[N:15]1[CH2:20][CH2:19][N:18]([CH3:21])[CH2:17][CH2:16]1)[C:5]([O:7][C:8]([CH3:11])([CH3:10])[CH3:9])=[O:6])=[O:24])[C:27]1[CH:32]=[CH:31][CH:30]=[CH:29][CH:28]=1. The yield is 0.400. (3) The reactants are [CH3:1][N:2]1[N:6]=[N:5][C:4]([C:7]2[NH:8][C:9]3[C:14]([C:15]=2[C:16]2[CH:23]=[CH:22][C:19]([CH:20]=O)=[CH:18][CH:17]=2)=[CH:13][CH:12]=[CH:11][CH:10]=3)=[N:3]1.Cl.[NH2:25][OH:26].N1C=CC=CC=1. The catalyst is C(O)C. The product is [CH3:1][N:2]1[N:6]=[N:5][C:4]([C:7]2[NH:8][C:9]3[C:14]([C:15]=2[C:16]2[CH:23]=[CH:22][C:19]([CH:20]=[N:25][OH:26])=[CH:18][CH:17]=2)=[CH:13][CH:12]=[CH:11][CH:10]=3)=[N:3]1. The yield is 0.756. (4) The reactants are [F:1][C:2]1[CH:9]=[C:8]([OH:10])[CH:7]=[C:6]([OH:11])[C:3]=1[CH:4]=[O:5].CC1C=CC(S([O-])(=O)=O)=CC=1.C1C=C[NH+]=CC=1.[CH2:29]1[CH2:34][O:33][CH:32]=[CH:31][CH2:30]1. The catalyst is ClCCl. The product is [F:1][C:2]1[CH:9]=[C:8]([O:10][CH:32]2[CH2:31][CH2:30][CH2:29][CH2:34][O:33]2)[CH:7]=[C:6]([OH:11])[C:3]=1[CH:4]=[O:5]. The yield is 0.832. (5) The reactants are [CH2:1]([NH:8][C:9](=[O:38])[C:10]1[CH:15]=[CH:14][C:13]([C:16]2[C:21]([NH:22][C:23](=[O:28])[C:24]([CH3:27])([CH3:26])[CH3:25])=[N:20][CH:19]=[C:18]([C@@H:29]3[CH2:34][CH2:33][CH2:32][C@@H:31]([S:35][CH3:36])[CH2:30]3)[N:17]=2)=[CH:12][C:11]=1[F:37])[C:2]1[CH:7]=[CH:6][CH:5]=[CH:4][CH:3]=1.OOS([O-])=O.[K+].S([O-])([O-])(=O)=S.[Na+].[Na+].[OH-:52].[Na+].C[OH:55]. The catalyst is O.CCOC(C)=O. The product is [CH2:1]([NH:8][C:9](=[O:38])[C:10]1[CH:15]=[CH:14][C:13]([C:16]2[C:21]([NH:22][C:23](=[O:28])[C:24]([CH3:27])([CH3:26])[CH3:25])=[N:20][CH:19]=[C:18]([C@@H:29]3[CH2:34][CH2:33][CH2:32][C@@H:31]([S:35]([CH3:36])(=[O:55])=[O:52])[CH2:30]3)[N:17]=2)=[CH:12][C:11]=1[F:37])[C:2]1[CH:3]=[CH:4][CH:5]=[CH:6][CH:7]=1. The yield is 0.674.